This data is from Reaction yield outcomes from USPTO patents with 853,638 reactions. The task is: Predict the reaction yield, written as a fraction of the theoretical maximum amount of product (1.0 means a 100% yield; for example, 0.34 means a 34% yield). (1) The reactants are [H-].[Na+].[CH3:3][O:4][CH2:5][CH2:6][O:7]CCO.[CH2:11]([O:13][C:14](=[O:42])[CH2:15][CH2:16][CH2:17][CH2:18][CH2:19][O:20][CH2:21][CH2:22][O:23][CH2:24][CH2:25][O:26][CH2:27][CH2:28][O:29][CH2:30][CH2:31][O:32][CH2:33][CH2:34][O:35][CH2:36][CH2:37]S(C)(=O)=O)[CH3:12]. The catalyst is C1(C)C=CC=CC=1. The product is [CH2:11]([O:13][C:14](=[O:42])[CH2:15][CH2:16][CH2:17][CH2:18][CH2:19][O:20][CH2:21][CH2:22][O:23][CH2:24][CH2:25][O:26][CH2:27][CH2:28][O:29][CH2:30][CH2:31][O:32][CH2:33][CH2:34][O:35][CH2:36][CH2:37][O:7][CH2:6][CH2:5][O:4][CH3:3])[CH3:12]. The yield is 0.570. (2) The reactants are [NH2:1][C@H:2]([C:10]([NH:12][C@H:13]([C:23]([NH:25][C@H:26]([C:34]([NH:36][C@H:37]([C:50]([NH:52][C@H:53]([C:61]([NH:63][C@H:64]([C:74]([NH:76][C@H:77]([C:85]([NH:87][C@H:88]([C:101]([NH:103][CH2:104][CH2:105][CH2:106][O:107][CH2:108][CH2:109][O:110][CH2:111][CH2:112][O:113][CH2:114][CH2:115][CH2:116][NH:117]C(OC(C)(C)C)=O)=[O:102])[CH2:89][CH2:90][CH2:91][CH2:92][NH:93]C(OC(C)(C)C)=O)=[O:86])[CH2:78][C:79]1[CH:84]=[CH:83][CH:82]=[CH:81][CH:80]=1)=[O:75])[CH2:65][CH2:66][C:67](=[O:73])[O:68]C(C)(C)C)=[O:62])[CH2:54][C:55]1[CH:60]=[CH:59][CH:58]=[CH:57][CH:56]=1)=[O:51])[CH2:38][CH2:39][CH2:40][CH2:41][NH:42]C(OC(C)(C)C)=O)=[O:35])[CH2:27][C:28]1[CH:33]=[CH:32][CH:31]=[CH:30][CH:29]=1)=[O:24])[CH2:14][CH2:15][C:16](=[O:22])[O:17]C(C)(C)C)=[O:11])[CH2:3][C:4]1[CH:9]=[CH:8][CH:7]=[CH:6][CH:5]=1.FC(F)(F)C(O)=O. The catalyst is O. The product is [NH2:1][C@H:2]([C:10]([NH:12][C@H:13]([C:23]([NH:25][C@H:26]([C:34]([NH:36][C@H:37]([C:50]([NH:52][C@H:53]([C:61]([NH:63][C@H:64]([C:74]([NH:76][C@H:77]([C:85]([NH:87][C@H:88]([C:101]([NH:103][CH2:104][CH2:105][CH2:106][O:107][CH2:108][CH2:109][O:110][CH2:111][CH2:112][O:113][CH2:114][CH2:115][CH2:116][NH2:117])=[O:102])[CH2:89][CH2:90][CH2:91][CH2:92][NH2:93])=[O:86])[CH2:78][C:79]1[CH:80]=[CH:81][CH:82]=[CH:83][CH:84]=1)=[O:75])[CH2:65][CH2:66][C:67](=[O:68])[OH:73])=[O:62])[CH2:54][C:55]1[CH:56]=[CH:57][CH:58]=[CH:59][CH:60]=1)=[O:51])[CH2:38][CH2:39][CH2:40][CH2:41][NH2:42])=[O:35])[CH2:27][C:28]1[CH:33]=[CH:32][CH:31]=[CH:30][CH:29]=1)=[O:24])[CH2:14][CH2:15][C:16](=[O:17])[OH:22])=[O:11])[CH2:3][C:4]1[CH:9]=[CH:8][CH:7]=[CH:6][CH:5]=1. The yield is 0.850. (3) The reactants are C[O:2][C:3](=[O:34])[C:4]1[CH:9]=[C:8]([OH:10])[CH:7]=[C:6]([N:11]2[C:15]([CH3:16])=[CH:14][CH:13]=[C:12]2[C:17]2[CH:22]=[C:21]([Cl:23])[CH:20]=[CH:19][C:18]=2[O:24][CH2:25][C:26]2[CH:31]=[CH:30][CH:29]=[C:28]([F:32])[C:27]=2[F:33])[CH:5]=1. The catalyst is CCO.[OH-].[Na+].C(Cl)Cl. The product is [Cl:23][C:21]1[CH:20]=[CH:19][C:18]([O:24][CH2:25][C:26]2[CH:31]=[CH:30][CH:29]=[C:28]([F:32])[C:27]=2[F:33])=[C:17]([C:12]2[N:11]([C:6]3[CH:5]=[C:4]([CH:9]=[C:8]([OH:10])[CH:7]=3)[C:3]([OH:34])=[O:2])[C:15]([CH3:16])=[CH:14][CH:13]=2)[CH:22]=1. The yield is 0.870. (4) The reactants are [NH:1]1[C:10]2[CH:9]=[C:8]3[O:11][CH2:12][CH2:13][O:14][CH2:15][CH2:16][O:17][CH2:18][CH2:19][O:20][C:7]3=[CH:6][C:5]=2[C:4](=[O:21])[CH:3]=[CH:2]1.C(=O)([O-])[O-].[Cs+].[Cs+].F[C:29]1[CH:34]=[CH:33][C:32]([N+:35]([O-:37])=[O:36])=[CH:31][C:30]=1[F:38]. The catalyst is CN(C=O)C.CC#N. The product is [F:38][C:30]1[CH:31]=[C:32]([N+:35]([O-:37])=[O:36])[CH:33]=[CH:34][C:29]=1[O:21][C:4]1[C:5]2[CH:6]=[C:7]3[O:20][CH2:19][CH2:18][O:17][CH2:16][CH2:15][O:14][CH2:13][CH2:12][O:11][C:8]3=[CH:9][C:10]=2[N:1]=[CH:2][CH:3]=1. The yield is 0.410. (5) The reactants are [OH:1][C:2]1[N:6]=[C:5]([C:7]2[CH:12]=[CH:11][C:10]([O:13][CH3:14])=[CH:9][CH:8]=2)[N:4]([C:15]2[CH:20]=[CH:19][C:18]([S:21]([NH2:24])(=[O:23])=[O:22])=[CH:17][CH:16]=2)[N:3]=1.[H-].[Na+].I[CH3:28].O. The catalyst is CN(C=O)C. The product is [CH3:28][O:1][C:2]1[N:6]=[C:5]([C:7]2[CH:12]=[CH:11][C:10]([O:13][CH3:14])=[CH:9][CH:8]=2)[N:4]([C:15]2[CH:20]=[CH:19][C:18]([S:21]([NH2:24])(=[O:23])=[O:22])=[CH:17][CH:16]=2)[N:3]=1. The yield is 0.750.